Dataset: Retrosynthesis with 50K atom-mapped reactions and 10 reaction types from USPTO. Task: Predict the reactants needed to synthesize the given product. (1) Given the product CC(=O)Nc1ncc(C2=C(C(=O)OC(c3ccccc3)c3ccccc3)N3C(=O)C(N)C3SC2)s1, predict the reactants needed to synthesize it. The reactants are: CC(=O)Nc1ncc(C2=C(C(=O)OC(c3ccccc3)c3ccccc3)N3C(=O)C(NC(=O)OC(C)(C)C)C3SC2)s1. (2) The reactants are: CC(C)S(=O)(=O)Cl.O=C(OC1C2CC3CC(C2)CC1C3)N1CCC2(CC1)CNCc1ccccc12. Given the product CC(C)S(=O)(=O)N1Cc2ccccc2C2(CCN(C(=O)OC3C4CC5CC(C4)CC3C5)CC2)C1, predict the reactants needed to synthesize it. (3) Given the product COc1cc(C)c(C(=O)c2c(Cl)c[n+]([O-])cc2OC)c(OC)c1OC, predict the reactants needed to synthesize it. The reactants are: COc1cc(C)c(C(=O)c2c(Cl)cncc2OC)c(OC)c1OC.[OH-]. (4) Given the product N#Cc1ncn2ccsc12, predict the reactants needed to synthesize it. The reactants are: NC(=O)c1ncn2ccsc12. (5) Given the product Cc1c(N2CCC[C@@H]2C(=O)OC(C)(C)C)nc2cc(F)cc(F)c2c1Cl, predict the reactants needed to synthesize it. The reactants are: CC(C)(C)OC(=O)[C@H]1CCCN1.Cc1c(Cl)nc2cc(F)cc(F)c2c1Cl. (6) Given the product CCOC(=O)Cc1ccc(OC)c(-c2cc3ccccc3nc2CN(CC)C(=O)C2CC2)c1, predict the reactants needed to synthesize it. The reactants are: CCNCc1nc2ccccc2cc1-c1cc(CC(=O)OCC)ccc1OC.O=C(Cl)C1CC1. (7) Given the product COC(=O)CCOc1cccc(CN)c1, predict the reactants needed to synthesize it. The reactants are: COC(=O)CCOc1cccc(C#N)c1. (8) Given the product C=CCNCC(OC)OC, predict the reactants needed to synthesize it. The reactants are: C=CCCl.COC(CN)OC. (9) Given the product CC(C)(C)Cn1c(CO)nc2c(Cl)ncnc21, predict the reactants needed to synthesize it. The reactants are: CC(=O)OCc1nc2c(Cl)ncnc2n1CC(C)(C)C.